From a dataset of Full USPTO retrosynthesis dataset with 1.9M reactions from patents (1976-2016). Predict the reactants needed to synthesize the given product. (1) The reactants are: [CH3:1][C:2]1[CH2:3][C:4](=O)[NH:5][CH:6]([C:9]2[CH:14]=[CH:13][CH:12]=[CH:11][C:10]=2[CH3:15])[C:7]=1[CH3:8]. Given the product [CH3:1][C:2]1[CH2:3][CH2:4][NH:5][CH:6]([C:9]2[CH:14]=[CH:13][CH:12]=[CH:11][C:10]=2[CH3:15])[C:7]=1[CH3:8], predict the reactants needed to synthesize it. (2) Given the product [Br:32][C:6]1[C:2]([CH3:1])=[N:3][O:4][C:5]=1[NH:7][S:8]([C:11]1[CH:12]=[CH:13][C:14]([C:17]2[CH:22]=[CH:21][CH:20]=[C:19]([O:23][CH3:24])[CH:18]=2)=[CH:15][CH:16]=1)(=[O:10])=[O:9], predict the reactants needed to synthesize it. The reactants are: [CH3:1][C:2]1[CH:6]=[C:5]([NH:7][S:8]([C:11]2[CH:16]=[CH:15][C:14]([C:17]3[CH:22]=[CH:21][CH:20]=[C:19]([O:23][CH3:24])[CH:18]=3)=[CH:13][CH:12]=2)(=[O:10])=[O:9])[O:4][N:3]=1.C1C(=O)N([Br:32])C(=O)C1. (3) The reactants are: [N:1]1([C@@H:7]2[CH2:11][CH2:10][N:9]([C:12]3[S:13][C:14]4[CH:20]=[C:19]([OH:21])[CH:18]=[CH:17][C:15]=4[N:16]=3)[CH2:8]2)[CH2:6][CH2:5][CH2:4][CH2:3][CH2:2]1.[H-].[Na+].C[Si]([N-][Si](C)(C)C)(C)C.[Na+].O1CCCC1.Cl[C:40]1[N:45]=[CH:44][C:43]([C:46]([NH:48][CH3:49])=[O:47])=[CH:42][CH:41]=1. Given the product [CH3:49][NH:48][C:46](=[O:47])[C:43]1[CH:42]=[CH:41][C:40]([O:21][C:19]2[CH:18]=[CH:17][C:15]3[N:16]=[C:12]([N:9]4[CH2:10][CH2:11][C@@H:7]([N:1]5[CH2:6][CH2:5][CH2:4][CH2:3][CH2:2]5)[CH2:8]4)[S:13][C:14]=3[CH:20]=2)=[N:45][CH:44]=1, predict the reactants needed to synthesize it. (4) Given the product [N+:1]([C:4]1[CH:9]=[CH:8][C:7]([O:10][CH2:13][CH:12]=[CH2:11])=[CH:6][CH:5]=1)([O-:3])=[O:2], predict the reactants needed to synthesize it. The reactants are: [N+:1]([C:4]1[CH:9]=[CH:8][C:7]([OH:10])=[CH:6][CH:5]=1)([O-:3])=[O:2].[CH2:11](Br)[CH:12]=[CH2:13].C(=O)([O-])[O-].[K+].[K+].CN(C)C=O. (5) Given the product [Cl:13][C:14]1[CH:22]=[CH:21][C:17]([C:18]([NH:11][C:7]2[CH:8]=[CH:9][CH:10]=[C:5]([CH:4]3[O:3][CH2:2][CH2:1][O:12]3)[CH:6]=2)=[O:19])=[CH:16][CH:15]=1, predict the reactants needed to synthesize it. The reactants are: [CH2:1]1[O:12][CH:4]([C:5]2[CH:10]=[CH:9][CH:8]=[C:7]([NH2:11])[CH:6]=2)[O:3][CH2:2]1.[Cl:13][C:14]1[CH:22]=[CH:21][C:17]([C:18](Cl)=[O:19])=[CH:16][CH:15]=1.